From a dataset of Catalyst prediction with 721,799 reactions and 888 catalyst types from USPTO. Predict which catalyst facilitates the given reaction. Reactant: [C:1]([O:5][C:6]([NH:8][CH2:9][C:10]1[C:11]([CH2:45][CH:46]([CH3:48])[CH3:47])=[N:12][C:13]2[C:18]([C:19]=1[C:20]1[CH:25]=[CH:24][C:23]([CH3:26])=[CH:22][CH:21]=1)=[CH:17][C:16]([NH:27]C(=O)OCC1C3C=CC=CC=3C3C1=CC=CC=3)=[CH:15][CH:14]=2)=[O:7])([CH3:4])([CH3:3])[CH3:2].N1CCCCC1.O. Product: [NH2:27][C:16]1[CH:17]=[C:18]2[C:13](=[CH:14][CH:15]=1)[N:12]=[C:11]([CH2:45][CH:46]([CH3:48])[CH3:47])[C:10]([CH2:9][NH:8][C:6](=[O:7])[O:5][C:1]([CH3:4])([CH3:2])[CH3:3])=[C:19]2[C:20]1[CH:21]=[CH:22][C:23]([CH3:26])=[CH:24][CH:25]=1. The catalyst class is: 9.